This data is from Reaction yield outcomes from USPTO patents with 853,638 reactions. The task is: Predict the reaction yield, written as a fraction of the theoretical maximum amount of product (1.0 means a 100% yield; for example, 0.34 means a 34% yield). (1) The reactants are [C:1]1([C@@H:7]2[CH2:9][C@H:8]2[NH2:10])[CH:6]=[CH:5][CH:4]=[CH:3][CH:2]=1.[CH:11]([CH:13]1[CH2:19][CH2:18][CH2:17][N:16]([C:20]([O:22][C:23]([CH3:26])([CH3:25])[CH3:24])=[O:21])[CH2:15][CH2:14]1)=O.C(O[BH-](OC(=O)C)OC(=O)C)(=O)C.[Na+].C([O-])(O)=O.[Na+]. The catalyst is C(Cl)(Cl)Cl.CC(O)=O. The product is [C:1]1([C@@H:7]2[CH2:9][C@H:8]2[NH:10][CH2:11][CH:13]2[CH2:19][CH2:18][CH2:17][N:16]([C:20]([O:22][C:23]([CH3:24])([CH3:26])[CH3:25])=[O:21])[CH2:15][CH2:14]2)[CH:6]=[CH:5][CH:4]=[CH:3][CH:2]=1. The yield is 0.120. (2) The reactants are [NH2:1][C:2]1[S:3][C:4]([C:7]([CH3:10])([CH3:9])[CH3:8])=[N:5][N:6]=1.[CH2:11]([C:23]1[CH:28]=[CH:27][C:26]([S:29](Cl)(=[O:31])=[O:30])=[CH:25][CH:24]=1)[CH2:12][CH2:13][CH2:14][CH2:15][CH2:16][CH2:17][CH2:18][CH2:19][CH2:20][CH2:21][CH3:22].Cl. The catalyst is N1C=CC=CC=1. The product is [C:7]([C:4]1[S:3][C:2]([NH:1][S:29]([C:26]2[CH:27]=[CH:28][C:23]([CH2:11][CH2:12][CH2:13][CH2:14][CH2:15][CH2:16][CH2:17][CH2:18][CH2:19][CH2:20][CH2:21][CH3:22])=[CH:24][CH:25]=2)(=[O:31])=[O:30])=[N:6][N:5]=1)([CH3:10])([CH3:9])[CH3:8]. The yield is 0.870. (3) The reactants are O[CH2:2][CH2:3][NH:4][C:5]([C:7]1[CH:8]=[C:9]([CH:14]=[C:15]([C:17](=[O:27])[N:18]([CH3:26])[CH2:19][C:20]2[S:21][CH:22]=[C:23]([CH3:25])[N:24]=2)[CH:16]=1)[C:10]([O:12][CH3:13])=[O:11])=[O:6].O=S(Cl)Cl. The catalyst is C(Cl)Cl. The product is [O:6]1[CH2:2][CH2:3][N:4]=[C:5]1[C:7]1[CH:8]=[C:9]([CH:14]=[C:15]([C:17](=[O:27])[N:18]([CH3:26])[CH2:19][C:20]2[S:21][CH:22]=[C:23]([CH3:25])[N:24]=2)[CH:16]=1)[C:10]([O:12][CH3:13])=[O:11]. The yield is 0.860. (4) The reactants are Br[C:2]1[C:7](=[O:8])[N:6]([CH2:9][C:10]2[CH:15]=[CH:14][C:13]([C:16]3[C:17]([C:22]#[N:23])=[CH:18][CH:19]=[CH:20][CH:21]=3)=[CH:12][CH:11]=2)[C:5]([CH2:24][CH2:25][CH3:26])=[N:4][C:3]=1[CH2:27][CH3:28].[O:29]1[C:33]2[CH:34]=[CH:35][C:36](B(O)O)=[CH:37][C:32]=2[CH2:31][CH2:30]1.C(=O)([O-])[O-].[Cs+].[Cs+]. The catalyst is O1CCOCC1.C(OCC)(=O)C.C1C=CC(P(C2C=CC=CC=2)[C-]2C=CC=C2)=CC=1.C1C=CC(P(C2C=CC=CC=2)[C-]2C=CC=C2)=CC=1.Cl[Pd]Cl.[Fe+2]. The product is [O:29]1[C:33]2[CH:34]=[CH:35][C:36]([C:2]3[C:7](=[O:8])[N:6]([CH2:9][C:10]4[CH:15]=[CH:14][C:13]([C:16]5[C:17]([C:22]#[N:23])=[CH:18][CH:19]=[CH:20][CH:21]=5)=[CH:12][CH:11]=4)[C:5]([CH2:24][CH2:25][CH3:26])=[N:4][C:3]=3[CH2:27][CH3:28])=[CH:37][C:32]=2[CH2:31][CH2:30]1. The yield is 0.870. (5) The reactants are C([O:3][C:4](=[O:37])[C:5]1[CH:10]=[CH:9][CH:8]=[C:7]([N:11]2[C:15]([CH3:16])=[CH:14][CH:13]=[C:12]2[C:17]2[CH:22]=[C:21]([C:23]3[CH:28]=[CH:27][CH:26]=[CH:25][CH:24]=3)[CH:20]=[CH:19][C:18]=2[O:29][CH2:30][C:31]2[CH:36]=[CH:35][CH:34]=[CH:33][CH:32]=2)[CH:6]=1)C. The catalyst is CCO.[OH-].[Na+].CCOC(C)=O. The product is [C:23]1([C:21]2[CH:20]=[CH:19][C:18]([O:29][CH2:30][C:31]3[CH:32]=[CH:33][CH:34]=[CH:35][CH:36]=3)=[C:17]([C:12]3[N:11]([C:7]4[CH:6]=[C:5]([CH:10]=[CH:9][CH:8]=4)[C:4]([OH:37])=[O:3])[C:15]([CH3:16])=[CH:14][CH:13]=3)[CH:22]=2)[CH:24]=[CH:25][CH:26]=[CH:27][CH:28]=1. The yield is 1.00. (6) The reactants are Cl.Cl.[NH2:3][CH2:4][CH2:5][CH2:6][C:7]1([C:25]2[CH:30]=[CH:29][CH:28]=[CH:27][CH:26]=2)[N:11]([C:12](=[O:16])[CH:13]([CH3:15])[CH3:14])[N:10]=[C:9]([C:17]2[CH:22]=[C:21]([F:23])[CH:20]=[CH:19][C:18]=2[F:24])[O:8]1.CCN(C(C)C)C(C)C.[C:40](Cl)(=[O:44])[CH:41]([CH3:43])[CH3:42].Cl. The catalyst is C(Cl)Cl. The product is [F:24][C:18]1[CH:19]=[CH:20][C:21]([F:23])=[CH:22][C:17]=1[C:9]1[O:8][C:7]([CH2:6][CH2:5][CH2:4][NH:3][C:40](=[O:44])[CH:41]([CH3:43])[CH3:42])([C:25]2[CH:30]=[CH:29][CH:28]=[CH:27][CH:26]=2)[N:11]([C:12](=[O:16])[CH:13]([CH3:15])[CH3:14])[N:10]=1. The yield is 0.620. (7) The reactants are [F:1][C:2]1[CH:3]=[C:4]([CH:6]=[C:7]([C:9]2[S:13][CH:12]=[N:11][CH:10]=2)[CH:8]=1)[NH2:5].Cl[C:15]1[N:20]=[C:19]([CH:21]2[CH2:23][CH2:22]2)[C:18]([F:24])=[CH:17][N:16]=1.CC1(C)C2C(=C(P(C3C=CC=CC=3)C3C=CC=CC=3)C=CC=2)OC2C(P(C3C=CC=CC=3)C3C=CC=CC=3)=CC=CC1=2.C(=O)([O-])[O-].[Cs+].[Cs+]. The catalyst is C(OCC)(=O)C.C([O-])(=O)C.[Pd+2].C([O-])(=O)C. The product is [CH:21]1([C:19]2[C:18]([F:24])=[CH:17][N:16]=[C:15]([NH:5][C:4]3[CH:6]=[C:7]([C:9]4[S:13][CH:12]=[N:11][CH:10]=4)[CH:8]=[C:2]([F:1])[CH:3]=3)[N:20]=2)[CH2:23][CH2:22]1. The yield is 0.780. (8) The reactants are F[C:2]1[CH:7]=[CH:6][C:5]([S:8]([NH:11][CH2:12][CH:13]([CH3:15])[CH3:14])(=[O:10])=[O:9])=[CH:4][CH:3]=1.[NH:16]1[CH2:21][CH2:20][NH:19][CH2:18][CH2:17]1. The catalyst is O. The product is [CH2:12]([NH:11][S:8]([C:5]1[CH:6]=[CH:7][C:2]([N:16]2[CH2:21][CH2:20][NH:19][CH2:18][CH2:17]2)=[CH:3][CH:4]=1)(=[O:10])=[O:9])[CH:13]([CH3:15])[CH3:14]. The yield is 0.900. (9) The reactants are [C:1]([N:3]1[CH2:8][CH2:7][CH:6]([N:9]([CH3:25])[C:10]([N:12]2[CH:16]=[C:15]([C:17]3[CH:22]=[CH:21][C:20]([O:23][CH3:24])=[CH:19][CH:18]=3)[N:14]=[CH:13]2)=[O:11])[CH2:5][CH2:4]1)#[N:2].C([Sn](CCCC)=O)CCC.[N:36]([Si](C)(C)C)=[N+:37]=[N-:38]. The catalyst is C1(C)C=CC=CC=1. The product is [N:2]1[NH:36][N:37]=[N:38][C:1]=1[N:3]1[CH2:8][CH2:7][CH:6]([N:9]([CH3:25])[C:10]([N:12]2[CH:16]=[C:15]([C:17]3[CH:18]=[CH:19][C:20]([O:23][CH3:24])=[CH:21][CH:22]=3)[N:14]=[CH:13]2)=[O:11])[CH2:5][CH2:4]1. The yield is 0.560. (10) The reactants are [CH3:1][O:2][C:3](=[O:31])[CH:4]=[CH:5][C:6]1[CH:11]=[CH:10][C:9]([C:12]2[CH:17]=[CH:16][C:15]([CH2:18][CH:19]([NH:23][C:24]([O:26][C:27]([CH3:30])([CH3:29])[CH3:28])=[O:25])[C:20]([OH:22])=[O:21])=[CH:14][CH:13]=2)=[CH:8][CH:7]=1.[H][H]. The catalyst is [Ni].CO. The product is [C:27]([O:26][C:24]([NH:23][CH:19]([CH2:18][C:15]1[CH:16]=[CH:17][C:12]([C:9]2[CH:10]=[CH:11][C:6]([CH2:5][CH2:4][C:3]([O:2][CH3:1])=[O:31])=[CH:7][CH:8]=2)=[CH:13][CH:14]=1)[C:20]([OH:22])=[O:21])=[O:25])([CH3:29])([CH3:30])[CH3:28]. The yield is 0.945.